From a dataset of Catalyst prediction with 721,799 reactions and 888 catalyst types from USPTO. Predict which catalyst facilitates the given reaction. (1) Reactant: C([O:8][C:9]1[CH:31]=[CH:30][C:29]([C:32]2[N:33]=[C:34]([CH3:37])[S:35][CH:36]=2)=[CH:28][C:10]=1[C:11]([NH:13][C:14]1[CH:19]=[C:18]([C:20]([F:23])([F:22])[F:21])[CH:17]=[C:16]([C:24]([F:27])([F:26])[F:25])[CH:15]=1)=[O:12])C1C=CC=CC=1. Product: [F:27][C:24]([F:25])([F:26])[C:16]1[CH:15]=[C:14]([NH:13][C:11](=[O:12])[C:10]2[CH:28]=[C:29]([C:32]3[N:33]=[C:34]([CH3:37])[S:35][CH:36]=3)[CH:30]=[CH:31][C:9]=2[OH:8])[CH:19]=[C:18]([C:20]([F:21])([F:22])[F:23])[CH:17]=1. The catalyst class is: 63. (2) Reactant: [F:1][C:2]([F:20])([F:19])[C:3]([NH:5][C:6]1[CH:11]=[CH:10][C:9]([CH2:12][CH:13]2[CH2:18][CH2:17][NH:16][CH2:15][CH2:14]2)=[CH:8][CH:7]=1)=[O:4].C(N(CC)CC)C.[C:28]1([S:34](Cl)(=[O:36])=[O:35])[CH:33]=[CH:32][CH:31]=[CH:30][CH:29]=1. Product: [F:20][C:2]([F:1])([F:19])[C:3]([NH:5][C:6]1[CH:7]=[CH:8][C:9]([CH2:12][CH:13]2[CH2:14][CH2:15][N:16]([S:34]([C:28]3[CH:33]=[CH:32][CH:31]=[CH:30][CH:29]=3)(=[O:36])=[O:35])[CH2:17][CH2:18]2)=[CH:10][CH:11]=1)=[O:4]. The catalyst class is: 4. (3) Product: [NH2:1][C:4]1[CH:12]=[CH:11][CH:10]=[C:9]2[C:5]=1[CH:6]([CH2:13][C:14]([O:16][CH3:17])=[O:15])[CH2:7][NH:8]2. The catalyst class is: 94. Reactant: [N+:1]([C:4]1[CH:12]=[CH:11][CH:10]=[C:9]2[C:5]=1[CH:6]([CH2:13][C:14]([O:16][CH3:17])=[O:15])[CH2:7][NH:8]2)([O-])=O.[H][H]. (4) Reactant: F[B-](F)(F)F.[F:6][S:7]([F:19])([F:18])([F:17])([F:16])[C:8]1[CH:13]=[CH:12][C:11]([N+]#N)=[CH:10][CH:9]=1.FC1C=CC(S(F)(F)(F)(F)F)=CC=1.[CH3:33][O:34][C:35]1[CH:40]=[CH:39][C:38](S(F)(F)(F)(F)F)=[CH:37][CH:36]=1.FS(F)(F)(F)(F)C1C=CC(O)=CC=1. Product: [CH3:33][O:34][C:35]1[CH:40]=[CH:39][C:38]([C:11]2[CH:12]=[CH:13][C:8]([S:7]([F:19])([F:18])([F:17])([F:16])[F:6])=[CH:9][CH:10]=2)=[CH:37][CH:36]=1. The catalyst class is: 5. (5) Reactant: [CH3:1][O:2][C:3](=[O:11])[CH2:4][CH2:5][CH2:6][CH2:7][C:8]([OH:10])=O.[Br:12][C:13]1[CH:21]=[CH:20][C:16]([C:17](O)=[O:18])=[C:15]([CH2:22]C(O)=O)[CH:14]=1.Cl. Product: [Br:12][C:13]1[CH:14]=[C:15]2[C:16](=[CH:20][CH:21]=1)[C:17](=[O:18])[O:10][C:8]([CH2:7][CH2:6][CH2:5][CH2:4][C:3]([O:2][CH3:1])=[O:11])=[CH:22]2. The catalyst class is: 1. (6) Reactant: [Cl:1][C:2]1[CH:7]=[CH:6][C:5]([O:8][CH2:9][C:10]([O:12]CC)=[O:11])=[CH:4][CH:3]=1.[OH-].[K+]. Product: [Cl:1][C:2]1[CH:3]=[CH:4][C:5]([O:8][CH2:9][C:10]([OH:12])=[O:11])=[CH:6][CH:7]=1. The catalyst class is: 24. (7) Reactant: [N:1]([CH2:4][CH2:5][O:6][C:7]1[CH:8]=[CH:9][C:10]2[C:14]([C:15]3[CH:20]=[CH:19][C:18]([C:21]([F:24])([F:23])[F:22])=[CH:17][CH:16]=3)=[C:13]([CH3:25])[S:12][C:11]=2[CH:26]=1)=[N+]=[N-].C1(P(C2C=CC=CC=2)C2C=CC=CC=2)C=CC=CC=1.O. Product: [CH3:25][C:13]1[S:12][C:11]2[CH:26]=[C:7]([O:6][CH2:5][CH2:4][NH2:1])[CH:8]=[CH:9][C:10]=2[C:14]=1[C:15]1[CH:20]=[CH:19][C:18]([C:21]([F:24])([F:22])[F:23])=[CH:17][CH:16]=1. The catalyst class is: 7. (8) The catalyst class is: 1. Reactant: [CH:1]1[CH:10]=[N:9][C:8]2[C:3](=[C:4]([N+:12]([O-:14])=[O:13])[CH:5]=[CH:6][C:7]=2[OH:11])[CH:2]=1.[N+:15]([O-:18])([OH:17])=[O:16]. Product: [CH:1]1[CH:10]=[N:9][C:8]2[C:3](=[C:4]([N+:12]([O-:14])=[O:13])[CH:5]=[CH:6][C:7]=2[OH:11])[CH:2]=1.[N+:15]([O-:18])([OH:17])=[O:16]. (9) Reactant: [CH3:1][C:2]1([CH3:14])[C:6]([CH3:8])([CH3:7])[O:5][B:4]([C:9]2[CH:10]=[N:11][NH:12][CH:13]=2)[O:3]1.C(=O)([O-])[O-].[K+].[K+].Br[CH:22]([CH3:28])[C:23]([O:25][CH2:26][CH3:27])=[O:24].C1(C)C=CC=CC=1. The catalyst class is: 35. Product: [CH3:1][C:2]1([CH3:14])[C:6]([CH3:7])([CH3:8])[O:5][B:4]([C:9]2[CH:13]=[N:12][N:11]([CH:22]([CH3:28])[C:23]([O:25][CH2:26][CH3:27])=[O:24])[CH:10]=2)[O:3]1.